Dataset: TCR-epitope binding with 47,182 pairs between 192 epitopes and 23,139 TCRs. Task: Binary Classification. Given a T-cell receptor sequence (or CDR3 region) and an epitope sequence, predict whether binding occurs between them. (1) The epitope is FPPTSFGPL. Result: 1 (the TCR binds to the epitope). The TCR CDR3 sequence is CASSYGEGNEQFF. (2) The epitope is ELAGIGILTV. Result: 0 (the TCR does not bind to the epitope). The TCR CDR3 sequence is CASSKGREAFRETQYF. (3) The epitope is RAKFKQLL. The TCR CDR3 sequence is CACSSLNTEAFF. Result: 1 (the TCR binds to the epitope).